This data is from Full USPTO retrosynthesis dataset with 1.9M reactions from patents (1976-2016). The task is: Predict the reactants needed to synthesize the given product. Given the product [OH:26][C:27]1[C:36]2[C:31](=[CH:32][CH:33]=[CH:34][CH:35]=2)[C:30]([CH2:37][CH2:38][CH2:39][CH2:40][NH:41][C:42](=[O:51])[O:43][CH2:44][C:45]2[CH:50]=[CH:49][CH:48]=[CH:47][CH:46]=2)=[CH:29][CH:28]=1, predict the reactants needed to synthesize it. The reactants are: [F-].C([N+](CCCC)(CCCC)CCCC)CCC.[Si]([O:26][C:27]1[C:36]2[C:31](=[CH:32][CH:33]=[CH:34][CH:35]=2)[C:30]([CH2:37][CH2:38][CH2:39][CH2:40][NH:41][C:42](=[O:51])[O:43][CH2:44][C:45]2[CH:50]=[CH:49][CH:48]=[CH:47][CH:46]=2)=[CH:29][CH:28]=1)(C(C)(C)C)(C)C.